Dataset: Reaction yield outcomes from USPTO patents with 853,638 reactions. Task: Predict the reaction yield, written as a fraction of the theoretical maximum amount of product (1.0 means a 100% yield; for example, 0.34 means a 34% yield). (1) The reactants are C(OC([N:8]1[CH2:12][CH:11]([C:13]2[NH:18][C:17](=[O:19])[C:16]3=[CH:20][N:21]=[C:22]([CH:23]4[CH2:28][CH2:27][O:26][CH2:25][CH2:24]4)[N:15]3[N:14]=2)[CH:10]([CH3:29])[CH2:9]1)=O)(C)(C)C.[ClH:30]. The catalyst is C(Cl)Cl.C(OCC)C. The product is [ClH:30].[CH3:29][CH:10]1[CH2:9][NH:8][CH2:12][CH:11]1[C:13]1[NH:18][C:17](=[O:19])[C:16]2=[CH:20][N:21]=[C:22]([CH:23]3[CH2:28][CH2:27][O:26][CH2:25][CH2:24]3)[N:15]2[N:14]=1. The yield is 1.00. (2) The reactants are [O:1]=[C:2]1[C:10](=[C:11]2[C:19]3[C:14](=[CH:15][C:16]([C:20]([OH:22])=O)=[CH:17][CH:18]=3)[CH2:13][O:12]2)[C:9]2[C:4](=[CH:5][CH:6]=[CH:7][CH:8]=2)[NH:3]1.C(N1C=CN=C1)(N1C=CN=C1)=O.[CH2:35]([N:37]([CH2:41][CH3:42])[CH2:38][CH2:39][NH2:40])[CH3:36].O. The catalyst is C1COCC1. The product is [CH2:35]([N:37]([CH2:41][CH3:42])[CH2:38][CH2:39][NH:40][C:20]([C:16]1[CH:15]=[C:14]2[C:19](=[CH:18][CH:17]=1)[C:11](=[C:10]1[C:9]3[C:4](=[CH:5][CH:6]=[CH:7][CH:8]=3)[NH:3][C:2]1=[O:1])[O:12][CH2:13]2)=[O:22])[CH3:36]. The yield is 0.740. (3) The reactants are [NH2:1][C:2]1[CH:7]=[CH:6][C:5]([OH:8])=[CH:4][C:3]=1[Cl:9].[H-].[Na+].[CH2:12]([NH:14][C:15]([C:17]1[CH:18]=[C:19]2[C:24](=[CH:25][C:26]=1[O:27][CH2:28][C:29]1[CH:34]=[CH:33][CH:32]=[CH:31][CH:30]=1)[N:23]=[CH:22][CH:21]=[C:20]2Cl)=[O:16])[CH3:13].C(OCC)(=O)C. The catalyst is CS(C)=O.O. The product is [CH2:12]([NH:14][C:15]([C:17]1[CH:18]=[C:19]2[C:24](=[CH:25][C:26]=1[O:27][CH2:28][C:29]1[CH:34]=[CH:33][CH:32]=[CH:31][CH:30]=1)[N:23]=[CH:22][CH:21]=[C:20]2[O:8][C:5]1[CH:6]=[CH:7][C:2]([NH2:1])=[C:3]([Cl:9])[CH:4]=1)=[O:16])[CH3:13]. The yield is 0.920. (4) The reactants are [C:1]1([C:7]([C:15]2[CH:20]=[CH:19][CH:18]=[CH:17][CH:16]=2)([C:9]2[CH:14]=[CH:13][CH:12]=[CH:11][CH:10]=2)[SH:8])[CH:6]=[CH:5][CH:4]=[CH:3][CH:2]=1.[H-].[Na+].[CH2:23]([O:25][C:26](=[O:45])[C:27](=[CH2:44])[CH2:28][CH:29]([C:37]([O:39][C:40]([CH3:43])([CH3:42])[CH3:41])=[O:38])[C:30]([O:32][C:33]([CH3:36])([CH3:35])[CH3:34])=[O:31])[CH3:24].CCCCCC. The catalyst is C1COCC1. The product is [CH2:23]([O:25][C:26](=[O:45])[CH:27]([CH2:44][S:8][C:7]([C:1]1[CH:2]=[CH:3][CH:4]=[CH:5][CH:6]=1)([C:9]1[CH:10]=[CH:11][CH:12]=[CH:13][CH:14]=1)[C:15]1[CH:16]=[CH:17][CH:18]=[CH:19][CH:20]=1)[CH2:28][CH:29]([C:37]([O:39][C:40]([CH3:43])([CH3:42])[CH3:41])=[O:38])[C:30]([O:32][C:33]([CH3:34])([CH3:35])[CH3:36])=[O:31])[CH3:24]. The yield is 0.755. (5) The reactants are [CH3:1][O:2][CH2:3][CH:4]([N:8]1[C:17]2[C:12](=[CH:13][C:14]([I:18])=[CH:15][CH:16]=2)[C:11](=[O:19])[C:10]([C:20](O)=[O:21])=[CH:9]1)[CH2:5][O:6][CH3:7].[N:23]1([C:29]([O:31][C:32]([CH3:35])([CH3:34])[CH3:33])=[O:30])[CH2:28][CH2:27][NH:26][CH2:25][CH2:24]1.OC1C2N=NNC=2C=CC=1.CN1CCOCC1.Cl.C(N=C=NCCCN(C)C)C. The catalyst is ClCCl. The product is [CH3:7][O:6][CH2:5][CH:4]([N:8]1[C:17]2[C:12](=[CH:13][C:14]([I:18])=[CH:15][CH:16]=2)[C:11](=[O:19])[C:10]([C:20]([N:26]2[CH2:27][CH2:28][N:23]([C:29]([O:31][C:32]([CH3:35])([CH3:34])[CH3:33])=[O:30])[CH2:24][CH2:25]2)=[O:21])=[CH:9]1)[CH2:3][O:2][CH3:1]. The yield is 0.570. (6) The reactants are [OH:1][C:2]1([C:8]2[CH:13]=[CH:12][CH:11]=[CH:10][CH:9]=2)[CH2:7][CH2:6][NH:5][CH2:4][CH2:3]1.[Cl:14][C:15]1[CH:20]=[C:19]([Cl:21])[CH:18]=[CH:17][C:16]=1[CH2:22][N:23]=[C:24]=[O:25]. No catalyst specified. The product is [Cl:14][C:15]1[CH:20]=[C:19]([Cl:21])[CH:18]=[CH:17][C:16]=1[CH2:22][NH:23][C:24]([N:5]1[CH2:6][CH2:7][C:2]([OH:1])([C:8]2[CH:13]=[CH:12][CH:11]=[CH:10][CH:9]=2)[CH2:3][CH2:4]1)=[O:25]. The yield is 0.751. (7) The reactants are [OH:1][C:2]1[CH:7]=[CH:6][C:5]([C:8](=[O:10])[CH3:9])=[CH:4][C:3]=1[O:11][CH3:12].C(=O)([O-])[O-].[K+].[K+].[CH2:19](Br)[C:20]1[CH:25]=[CH:24][CH:23]=[CH:22][CH:21]=1.C[N:28](C)C=O. The catalyst is [I-].C([N+](CCCC)(CCCC)CCCC)CCC. The product is [NH2:28][C:6]1[CH:7]=[C:2]([O:1][CH2:19][C:20]2[CH:25]=[CH:24][CH:23]=[CH:22][CH:21]=2)[C:3]([O:11][CH3:12])=[CH:4][C:5]=1[C:8](=[O:10])[CH3:9]. The yield is 0.770. (8) The reactants are [N+:1]([C:4]1[CH:9]=[CH:8][C:7]([S:10]([N:13]2[CH2:18][C:17](=[O:19])[N:16]([CH2:20][CH2:21][CH2:22][CH2:23][CH2:24][CH2:25][CH2:26][CH3:27])[CH2:15][CH:14]2[C:28]([O:30][CH3:31])=[O:29])(=[O:12])=[O:11])=[CH:6][CH:5]=1)([O-])=O.O.O.Cl[Sn]Cl.C([O-])(O)=O.[Na+].CO[CH:44]1[CH2:48][CH2:47][CH:46](OC)O1. The catalyst is CO.C(OCC)(=O)C.C(O)(=O)C. The product is [CH2:20]([N:16]1[C:17](=[O:19])[CH2:18][N:13]([S:10]([C:7]2[CH:8]=[CH:9][C:4]([N:1]3[CH:44]=[CH:48][CH:47]=[CH:46]3)=[CH:5][CH:6]=2)(=[O:12])=[O:11])[CH:14]([C:28]([O:30][CH3:31])=[O:29])[CH2:15]1)[CH2:21][CH2:22][CH2:23][CH2:24][CH2:25][CH2:26][CH3:27]. The yield is 0.260. (9) The reactants are [C:1]([C:4]1[CH:5]=[C:6]([CH:10]=[CH:11][CH:12]=1)[C:7]([OH:9])=[O:8])(=O)[CH3:2].Cl.[NH2:14][OH:15].C([O-])(=O)C.[Na+].O. The catalyst is C(O)C. The product is [OH:15][N:14]=[C:1]([C:4]1[CH:5]=[C:6]([CH:10]=[CH:11][CH:12]=1)[C:7]([OH:9])=[O:8])[CH3:2]. The yield is 0.950. (10) The reactants are [CH3:1][O:2][C:3]([C:5]1[C:13]2[C:8](=[CH:9][C:10]([Br:14])=[CH:11][CH:12]=2)[NH:7][CH:6]=1)=[O:4].[C:15](=O)([O-])[O-].[K+].[K+].IC. The catalyst is CN(C=O)C.ClCCl. The product is [CH3:1][O:2][C:3]([C:5]1[C:13]2[C:8](=[CH:9][C:10]([Br:14])=[CH:11][CH:12]=2)[N:7]([CH3:15])[CH:6]=1)=[O:4]. The yield is 0.990.